This data is from Experimentally validated miRNA-target interactions with 360,000+ pairs, plus equal number of negative samples. The task is: Binary Classification. Given a miRNA mature sequence and a target amino acid sequence, predict their likelihood of interaction. (1) The protein sequence of the target gene is MAASETVRLRLQFDYPPPATPHCTAFWLLVDLNRCRVVTDLISLIRQRFGFSSGAFLGLYLEGGLLPPAESARLVRDNDCLRVKLEERGVAENSVVISNGDINLSLRKAKKRAFQLEEGEETEPDCKYSKKHWKSRENNNNNEKVLDLEPKAVTDQTVSKKNKRKNKATCGTVGDDNEEAKRKSPKKKEKCEYKKKAKNPKSPKVQAVKDWANQRCSSPKGSARNSLVKAKRKGSVSVCSKESPSSSSESESCDESISDGPSKVTLEARNSSEKLPTELSKEEPSTKNTTADKLAIKLGF.... The miRNA is hsa-miR-561-5p with sequence AUCAAGGAUCUUAAACUUUGCC. Result: 0 (no interaction). (2) The miRNA is mmu-miR-24-3p with sequence UGGCUCAGUUCAGCAGGAACAG. The protein sequence of the target gene is MFGKKKKKIEISGPSNFEHRVHTGFDPQEQKFTGLPQQWHSLLADTANRPKPMVDPSCITPIQLAPMKTIVRGNKSCKETSINGLLEDFDNISVTRSNSLRKESPPTPDQGAASRIQGHSEENGFITFSQYSSESDTTADYTTEKYRDRSLYGDDLDLYYKSSHAAKQNGHAMKMKHGDAYYPEMKSLKTDLAGFPVDYHTHLDSLRKSSEYGDLRWDYQRASSSSPLDYSFQLTPSRTAGTSRCSKESLAYSESDWGPSLDDYDRRPKSSYLHQTSPQPAMRQRSKSGSGLQEPMMPFG.... Result: 1 (interaction). (3) The miRNA is mmu-miR-463-3p with sequence UGAUAGACACCAUAUAAGGUAG. The protein sequence of the target gene is MHHQWLLLAACFWVIFMFMVASKFITLTFKDPDVYSAKQEFLFLTTMPEVRKLPEEKHIPEELKPTGKELPDSQLVQPLVYMERLELIRNVCRDDALKNLSHTPVSKFVLDRIFVCDKHKILFCQTPKVGNTQWKKVLIVLNGAFSSIEEIPENVVHDHEKNGLPRLSSFSDAEIQKRLKTYFKFFIVRDPFERLISAFKDKFVHNPRFEPWYRHEIAPGIIRKYRRNRTETRGIQFEDFVRYLGDPNHRWLDLQFGDHIIHWVTYVELCAPCEIMYSVIGHHETLEDDAPYILKEAGID.... Result: 0 (no interaction).